From a dataset of TCR-epitope binding with 47,182 pairs between 192 epitopes and 23,139 TCRs. Binary Classification. Given a T-cell receptor sequence (or CDR3 region) and an epitope sequence, predict whether binding occurs between them. (1) The epitope is TLIGDCATV. The TCR CDR3 sequence is CSTGTGDEAFF. Result: 0 (the TCR does not bind to the epitope). (2) The epitope is FLNGSCGSV. The TCR CDR3 sequence is CASSMTGNYGYTF. Result: 1 (the TCR binds to the epitope).